From a dataset of Reaction yield outcomes from USPTO patents with 853,638 reactions. Predict the reaction yield, written as a fraction of the theoretical maximum amount of product (1.0 means a 100% yield; for example, 0.34 means a 34% yield). The reactants are [O:1]1[C:5]2[CH:6]=[CH:7][C:8]([C:10]3([C:13]([NH:15][C:16]4[CH:17]=[C:18]5[C:22](=[CH:23][CH:24]=4)[N:21]([CH2:25][CH2:26][CH2:27][C:28]([OH:30])=O)[C:20]([C:31]([CH3:34])([CH3:33])[CH3:32])=[CH:19]5)=[O:14])[CH2:12][CH2:11]3)=[CH:9][C:4]=2[O:3][CH2:2]1.CCN(CC)CC.CN(C(ON1N=NC2C=CC=CC1=2)=[N+](C)C)C.F[P-](F)(F)(F)(F)F.[CH2:66]([CH2:68][NH2:69])[OH:67]. The catalyst is CN(C=O)C. The product is [O:1]1[C:5]2[CH:6]=[CH:7][C:8]([C:10]3([C:13]([NH:15][C:16]4[CH:17]=[C:18]5[C:22](=[CH:23][CH:24]=4)[N:21]([CH2:25][CH2:26][CH2:27][C:28]([NH:69][CH2:68][CH2:66][OH:67])=[O:30])[C:20]([C:31]([CH3:32])([CH3:34])[CH3:33])=[CH:19]5)=[O:14])[CH2:12][CH2:11]3)=[CH:9][C:4]=2[O:3][CH2:2]1. The yield is 0.640.